From a dataset of Aqueous solubility values for 9,982 compounds from the AqSolDB database. Regression/Classification. Given a drug SMILES string, predict its absorption, distribution, metabolism, or excretion properties. Task type varies by dataset: regression for continuous measurements (e.g., permeability, clearance, half-life) or binary classification for categorical outcomes (e.g., BBB penetration, CYP inhibition). For this dataset (solubility_aqsoldb), we predict Y. (1) The Y is -3.12 log mol/L. The molecule is C=Cc1ccc(C)cc1. (2) The compound is Nc1ccc(S(=O)(=O)CCOS(=O)(=O)O)cc1. The Y is -1.91 log mol/L. (3) The compound is Cc1ccc(S(=O)(=O)Oc2ccccc2C)cc1. The Y is -3.94 log mol/L.